Dataset: Reaction yield outcomes from USPTO patents with 853,638 reactions. Task: Predict the reaction yield, written as a fraction of the theoretical maximum amount of product (1.0 means a 100% yield; for example, 0.34 means a 34% yield). (1) The reactants are [NH2:1][C:2]1[C:7]2[C:8](=[O:28])[N:9]([C:13]3[CH:18]=[CH:17][C:16](B4OC(C)(C)C(C)(C)O4)=[CH:15][CH:14]=3)[CH2:10][CH2:11][O:12][C:6]=2[N:5]=[CH:4][N:3]=1.Br[C:30]1[CH:35]=[CH:34][C:33]([S:36]([NH2:39])(=[O:38])=[O:37])=[CH:32][C:31]=1[Cl:40].P([O-])([O-])([O-])=O.[K+].[K+].[K+].CO. The catalyst is COCCOC.Cl[Pd]Cl.C1(P(C2C=CC=CC=2)[C-]2C=CC=C2)C=CC=CC=1.[C-]1(P(C2C=CC=CC=2)C2C=CC=CC=2)C=CC=C1.[Fe+2].O. The product is [NH2:1][C:2]1[C:7]2[C:8](=[O:28])[N:9]([C:13]3[CH:14]=[CH:15][C:16]([C:30]4[CH:35]=[CH:34][C:33]([S:36]([NH2:39])(=[O:38])=[O:37])=[CH:32][C:31]=4[Cl:40])=[CH:17][CH:18]=3)[CH2:10][CH2:11][O:12][C:6]=2[N:5]=[CH:4][N:3]=1. The yield is 0.0647. (2) The reactants are [C:1]([NH:4][C@@H:5]1[C@@H:18]([O:19][CH2:20][CH:21]([OH:24])[CH2:22][OH:23])[C@H:17]([O:25][CH2:26][C:27]2[CH:32]=[CH:31][CH:30]=[CH:29][CH:28]=2)[C@@H:16]([CH2:33][O:34][CH2:35][C:36]2[CH:41]=[CH:40][CH:39]=[CH:38][CH:37]=2)[O:15][C@@H:6]1[O:7][CH2:8][C:9]1[CH:14]=[CH:13][CH:12]=[CH:11][CH:10]=1)(=[O:3])[CH3:2].[C:42](OC(=O)C)(=[O:44])[CH3:43].C[OH:50].ClCCl.N1[CH:59]=[CH:58]C=CC=1. The catalyst is CN(C)C1C=CN=CC=1. The product is [C:1]([NH:4][C@@H:5]1[C@@H:18]([O:19][CH2:20][CH:21]([O:24][C:58](=[O:50])[CH3:59])[CH2:22][O:23][C:42](=[O:44])[CH3:43])[C@H:17]([O:25][CH2:26][C:27]2[CH:28]=[CH:29][CH:30]=[CH:31][CH:32]=2)[C@@H:16]([CH2:33][O:34][CH2:35][C:36]2[CH:41]=[CH:40][CH:39]=[CH:38][CH:37]=2)[O:15][C@@H:6]1[O:7][CH2:8][C:9]1[CH:10]=[CH:11][CH:12]=[CH:13][CH:14]=1)(=[O:3])[CH3:2]. The yield is 0.940. (3) The reactants are [CH3:1][O:2][CH2:3][CH:4]1[CH2:8][CH2:7][CH2:6][N:5]1[C:9]1[N:14]=[C:13]([NH:15][C:16]2[C:17]3[N:18]([CH:32]=[CH:33][N:34]=3)[N:19]=[C:20]([C:22]3[CH:23]=[C:24]([CH:29]=[CH:30][CH:31]=3)[C:25]([O:27]C)=[O:26])[CH:21]=2)[CH:12]=[CH:11][CH:10]=1.[OH-].[Na+]. The catalyst is O1CCOCC1.O. The product is [CH3:1][O:2][CH2:3][CH:4]1[CH2:8][CH2:7][CH2:6][N:5]1[C:9]1[N:14]=[C:13]([NH:15][C:16]2[C:17]3[N:18]([CH:32]=[CH:33][N:34]=3)[N:19]=[C:20]([C:22]3[CH:23]=[C:24]([CH:29]=[CH:30][CH:31]=3)[C:25]([OH:27])=[O:26])[CH:21]=2)[CH:12]=[CH:11][CH:10]=1. The yield is 0.280. (4) The reactants are [CH2:1]([C:3]1[N:8]=[C:7]([CH2:9][CH2:10][CH3:11])[NH:6][C:5](=[O:12])[CH:4]=1)[CH3:2].Br[CH2:14][C:15]1[CH:20]=[CH:19][C:18]([C:21]2[C:22]([C:27]#[N:28])=[CH:23][CH:24]=[CH:25][CH:26]=2)=[CH:17][CH:16]=1.C(=O)([O-])[O-].[K+].[K+]. The catalyst is C(#N)C. The product is [CH2:1]([C:3]1[N:8]=[C:7]([CH2:9][CH2:10][CH3:11])[N:6]([CH2:14][C:15]2[CH:16]=[CH:17][C:18]([C:21]3[C:22]([C:27]#[N:28])=[CH:23][CH:24]=[CH:25][CH:26]=3)=[CH:19][CH:20]=2)[C:5](=[O:12])[CH:4]=1)[CH3:2]. The yield is 0.460. (5) The reactants are [NH2:1][C:2]1[CH:7]=[CH:6][C:5]([OH:8])=[CH:4][CH:3]=1.C(N(CC)CC)C.[C:16](Cl)(=[O:23])[C:17]1[CH:22]=[CH:21][CH:20]=[CH:19][CH:18]=1. The catalyst is CN(C=O)C. The product is [OH:8][C:5]1[CH:6]=[CH:7][C:2]([NH:1][C:16](=[O:23])[C:17]2[CH:22]=[CH:21][CH:20]=[CH:19][CH:18]=2)=[CH:3][CH:4]=1. The yield is 0.960. (6) The reactants are [CH3:1][N:2]1[C:6](B(O)O)=[CH:5][C:4]([C:10]2[O:11][CH:12]=[CH:13][CH:14]=2)=[N:3]1.[NH2:15][C:16]1[N:21]=[C:20]([NH:22][C:23]([C:25]2[CH:30]=[CH:29][CH:28]=[CH:27][C:26]=2[F:31])=[O:24])[CH:19]=[CH:18][C:17]=1Br.C([O-])([O-])=O.[Na+].[Na+]. The catalyst is C(COC)OC.CCO.C1C=CC([P]([Pd]([P](C2C=CC=CC=2)(C2C=CC=CC=2)C2C=CC=CC=2)([P](C2C=CC=CC=2)(C2C=CC=CC=2)C2C=CC=CC=2)[P](C2C=CC=CC=2)(C2C=CC=CC=2)C2C=CC=CC=2)(C2C=CC=CC=2)C2C=CC=CC=2)=CC=1. The product is [NH2:15][C:16]1[N:21]=[C:20]([NH:22][C:23]([C:25]2[CH:30]=[CH:29][CH:28]=[CH:27][C:26]=2[F:31])=[O:24])[CH:19]=[CH:18][C:17]=1[C:6]1[N:2]([CH3:1])[N:3]=[C:4]([C:10]2[O:11][CH:12]=[CH:13][CH:14]=2)[CH:5]=1. The yield is 0.290.